Predict the reaction yield, written as a fraction of the theoretical maximum amount of product (1.0 means a 100% yield; for example, 0.34 means a 34% yield). From a dataset of Reaction yield outcomes from USPTO patents with 853,638 reactions. The reactants are [CH3:1][S:2][C:3]1[CH:8]=[CH:7][C:6]([C:9]2[C:13]3[CH:14]=[C:15]([C:18]([NH:20][NH2:21])=[O:19])[CH:16]=[CH:17][C:12]=3[O:11][CH:10]=2)=[CH:5][CH:4]=1.[C:22](OCC)(OCC)(OCC)[CH2:23][CH3:24]. No catalyst specified. The product is [CH2:23]([C:24]1[O:19][C:18]([C:15]2[CH:16]=[CH:17][C:12]3[O:11][CH:10]=[C:9]([C:6]4[CH:5]=[CH:4][C:3]([S:2][CH3:1])=[CH:8][CH:7]=4)[C:13]=3[CH:14]=2)=[N:20][N:21]=1)[CH3:22]. The yield is 0.0900.